This data is from Full USPTO retrosynthesis dataset with 1.9M reactions from patents (1976-2016). The task is: Predict the reactants needed to synthesize the given product. Given the product [CH2:1]([C:3]1[CH:14]=[C:6]2[C:7]([CH:12]=[O:13])=[CH:8][CH:9]=[C:10]([C:15]3[CH:20]=[CH:19][CH:18]=[CH:17][CH:16]=3)[N:5]2[N:4]=1)[CH3:2], predict the reactants needed to synthesize it. The reactants are: [CH2:1]([C:3]1[CH:14]=[C:6]2[C:7]([CH:12]=[O:13])=[CH:8][CH:9]=[C:10](I)[N:5]2[N:4]=1)[CH3:2].[C:15]1(OB(O)O)[CH:20]=[CH:19][CH:18]=[CH:17][CH:16]=1.C(P(CCCC)CCCC)CCC.C(=O)([O-])[O-].[Cs+].[Cs+].